From a dataset of Reaction yield outcomes from USPTO patents with 853,638 reactions. Predict the reaction yield, written as a fraction of the theoretical maximum amount of product (1.0 means a 100% yield; for example, 0.34 means a 34% yield). (1) The reactants are [CH2:1]1[CH2:6][C@H:5]([C:7]([OH:9])=[O:8])[CH2:4][CH2:3][C@H:2]1[CH2:10][NH2:11].[C:12]([O:17][CH:18]([O:22][C:23](ON1C(=O)CCC1=O)=[O:24])[CH2:19][CH2:20][CH3:21])(=[O:16])[CH2:13][CH2:14][CH3:15]. The catalyst is CC(OC)(C)C.CC(C)=O.O. The product is [C:12]([O:17][CH:18]([O:22][C:23]([NH:11][CH2:10][C@H:2]1[CH2:3][CH2:4][C@H:5]([C:7]([OH:9])=[O:8])[CH2:6][CH2:1]1)=[O:24])[CH2:19][CH2:20][CH3:21])(=[O:16])[CH2:13][CH2:14][CH3:15]. The yield is 0.270. (2) The reactants are [CH:1]1([NH:6][C:7]2[C:12](C)=[CH:11][CH:10]=[C:9]([NH2:14])[CH:8]=2)[CH2:5][CH2:4][CH2:3][CH2:2]1.N[C:16]1C=C(NC(=O)OC(C)(C)C)C=CC=1C.C1(=O)CCCC1.C([BH3-])#N.[Na+]. The catalyst is CO.[Cl-].[Zn+2].[Cl-]. The product is [CH:1]1([NH:6][C:7]2[CH:8]=[C:9]([NH2:14])[C:10]([CH3:16])=[CH:11][CH:12]=2)[CH2:2][CH2:3][CH2:4][CH2:5]1. The yield is 0.680. (3) The reactants are Cl[CH2:2][CH2:3][CH:4]1[S:8][C:7]([C:9]2[NH:10][C:11]3[C:16]([CH:17]=2)=[CH:15][CH:14]=[CH:13][C:12]=3[N:18]([CH3:27])[S:19]([C:22]2[S:23][CH:24]=[CH:25][CH:26]=2)(=[O:21])=[O:20])=[N:6][CH2:5]1.C(=O)([O-])[O-].[K+].[K+].[SH:34][CH2:35][C:36]([O:38][CH2:39][CH3:40])=[O:37]. The catalyst is CN(C)C=O.C(OCC)(=O)C. The product is [CH2:39]([O:38][C:36](=[O:37])[CH2:35][S:34][CH2:2][CH2:3][CH:4]1[S:8][C:7]([C:9]2[NH:10][C:11]3[C:16]([CH:17]=2)=[CH:15][CH:14]=[CH:13][C:12]=3[N:18]([CH3:27])[S:19]([C:22]2[S:23][CH:24]=[CH:25][CH:26]=2)(=[O:21])=[O:20])=[N:6][CH2:5]1)[CH3:40]. The yield is 0.500. (4) The reactants are [CH3:1][C:2]1[C:3]([N+:16]([O-:18])=[O:17])=[CH:4][C:5]([N+:13]([O-:15])=[O:14])=[C:6]([CH:12]=1)[C:7]([O:9][CH2:10][CH3:11])=[O:8].C[C:20]([N:22]([CH3:24])[CH3:23])=O. The catalyst is CN(C=O)C. The product is [CH3:20][N:22]([CH3:24])/[CH:23]=[CH:1]/[C:2]1[C:3]([N+:16]([O-:18])=[O:17])=[CH:4][C:5]([N+:13]([O-:15])=[O:14])=[C:6]([CH:12]=1)[C:7]([O:9][CH2:10][CH3:11])=[O:8]. The yield is 0.280. (5) The reactants are [Br:1][C:2]1[CH:3]=[CH:4][C:5]([C:8]([OH:10])=O)=[N:6][CH:7]=1.O=S(Cl)[Cl:13]. No catalyst specified. The product is [Br:1][C:2]1[CH:3]=[CH:4][C:5]([C:8]([Cl:13])=[O:10])=[N:6][CH:7]=1. The yield is 0.950. (6) The reactants are [Si:1]([O:8][C@H:9]1[C@@:13]([C:16]#[CH:17])([CH2:14][OH:15])[O:12][C@@H:11]([N:18]2[CH:26]=[C:24]([CH3:25])[C:22](=[O:23])[NH:21][C:19]2=[O:20])[CH2:10]1)([C:4]([CH3:7])([CH3:6])[CH3:5])([CH3:3])[CH3:2].[CH3:27][C:28](OC(C)=O)=[O:29]. The catalyst is N1C=CC=CC=1. The product is [C:28]([O:15][CH2:14][C@@:13]1([C:16]#[CH:17])[O:12][C@@H:11]([N:18]2[CH:26]=[C:24]([CH3:25])[C:22](=[O:23])[NH:21][C:19]2=[O:20])[CH2:10][C@H:9]1[O:8][Si:1]([C:4]([CH3:7])([CH3:5])[CH3:6])([CH3:2])[CH3:3])(=[O:29])[CH3:27]. The yield is 0.950. (7) The reactants are [N+](C1C=CC=CC=1S([N:13]([CH2:36][C:37]1[CH:42]=[CH:41][CH:40]=[CH:39][N:38]=1)[CH2:14][C:15]1[CH:20]=[CH:19][C:18]([CH2:21][N:22]([CH2:33][CH2:34][NH2:35])[CH:23]2[C:32]3[N:31]=[CH:30][CH:29]=[CH:28][C:27]=3[CH2:26][CH2:25][CH2:24]2)=[CH:17][CH:16]=1)(=O)=O)([O-])=O.[NH:43]1[CH:47]=[CH:46][N:45]=[C:44]1[CH:48]=O.[BH4-].[Na+].C(OC(OC(OC(C)(C)C)=O)=O)(C)(C)C. The catalyst is CO. The product is [N:38]1[CH:39]=[CH:40][CH:41]=[CH:42][C:37]=1[CH2:36][NH:13][CH2:14][C:15]1[CH:16]=[CH:17][C:18]([CH2:21][N:22]([CH2:33][CH2:34][NH:35][CH2:48][C:44]2[NH:45][CH:46]=[CH:47][N:43]=2)[CH:23]2[C:32]3[N:31]=[CH:30][CH:29]=[CH:28][C:27]=3[CH2:26][CH2:25][CH2:24]2)=[CH:19][CH:20]=1. The yield is 0.220. (8) The catalyst is CO. The yield is 0.590. The reactants are Cl[C:2]1[C:7]([N+:8]([O-:10])=[O:9])=[CH:6][CH:5]=[C:4]([O:11][CH3:12])[N:3]=1.[CH3:13][S-:14].[Na+]. The product is [CH3:12][O:11][C:4]1[N:3]=[C:2]([S:14][CH3:13])[C:7]([N+:8]([O-:10])=[O:9])=[CH:6][CH:5]=1. (9) The yield is 0.900. The reactants are [CH3:1][C:2]1[C:11]([CH3:12])=[CH:10][C:5]2[N:6]=[C:7]([SH:9])[NH:8][C:4]=2[CH:3]=1.C(N(CC)CC)C.[CH3:20][O:21][C:22](=[O:31])[C:23]1[CH:28]=[CH:27][CH:26]=[CH:25][C:24]=1[CH2:29]Br.O. The catalyst is CN(C)C=O. The product is [CH3:20][O:21][C:22](=[O:31])[C:23]1[CH:28]=[CH:27][CH:26]=[CH:25][C:24]=1[CH2:29][S:9][C:7]1[NH:8][C:4]2[CH:3]=[C:2]([CH3:1])[C:11]([CH3:12])=[CH:10][C:5]=2[N:6]=1.